This data is from Peptide-MHC class I binding affinity with 185,985 pairs from IEDB/IMGT. The task is: Regression. Given a peptide amino acid sequence and an MHC pseudo amino acid sequence, predict their binding affinity value. This is MHC class I binding data. (1) The peptide sequence is SEYKGPVTDV. The MHC is HLA-B44:02 with pseudo-sequence HLA-B44:02. The binding affinity (normalized) is 0.0990. (2) The peptide sequence is TVGYMYIMK. The MHC is HLA-A31:01 with pseudo-sequence HLA-A31:01. The binding affinity (normalized) is 0.213. (3) The peptide sequence is EMVCFHEFL. The MHC is HLA-A29:02 with pseudo-sequence HLA-A29:02. The binding affinity (normalized) is 0.148. (4) The peptide sequence is YHGEAMAIG. The MHC is HLA-B40:01 with pseudo-sequence HLA-B40:01. The binding affinity (normalized) is 0.246. (5) The peptide sequence is RSSPLELFM. The MHC is HLA-B15:01 with pseudo-sequence HLA-B15:01. The binding affinity (normalized) is 0.391. (6) The peptide sequence is KELYPLTSL. The MHC is H-2-Kk with pseudo-sequence H-2-Kk. The binding affinity (normalized) is 0.504. (7) The peptide sequence is RQVLFLEKI. The MHC is Mamu-B08 with pseudo-sequence Mamu-B08. The binding affinity (normalized) is 0.474. (8) The peptide sequence is LFEVDNLTY. The MHC is HLA-A24:02 with pseudo-sequence HLA-A24:02. The binding affinity (normalized) is 0. (9) The peptide sequence is IEELREHLL. The MHC is HLA-A02:02 with pseudo-sequence HLA-A02:02. The binding affinity (normalized) is 0.00494. (10) The peptide sequence is SPGDLQTLAL. The MHC is HLA-B53:01 with pseudo-sequence HLA-B53:01. The binding affinity (normalized) is 0.140.